From a dataset of CYP1A2 inhibition data for predicting drug metabolism from PubChem BioAssay. Regression/Classification. Given a drug SMILES string, predict its absorption, distribution, metabolism, or excretion properties. Task type varies by dataset: regression for continuous measurements (e.g., permeability, clearance, half-life) or binary classification for categorical outcomes (e.g., BBB penetration, CYP inhibition). Dataset: cyp1a2_veith. The molecule is CN1CCN(c2nc(-c3ccoc3)nc3ccccc23)CC1. The result is 1 (inhibitor).